This data is from Reaction yield outcomes from USPTO patents with 853,638 reactions. The task is: Predict the reaction yield, written as a fraction of the theoretical maximum amount of product (1.0 means a 100% yield; for example, 0.34 means a 34% yield). The reactants are C([O:8][C:9]1[CH:18]=[CH:17][C:16]2[C:11](=[CH:12][CH:13]=[C:14]([O:19][CH3:20])[CH:15]=2)[C:10]=1[O:21][C:22]1[CH:37]=[CH:36][C:25]([O:26][CH2:27][CH2:28][N:29]2[CH2:35][CH2:34][CH2:33][CH2:32][CH2:31][CH2:30]2)=[CH:24][CH:23]=1)C1C=CC=CC=1.C([O-])=O.[NH4+]. The catalyst is C(OCC)(=O)C.CO.[Pd]. The product is [N:29]1([CH2:28][CH2:27][O:26][C:25]2[CH:24]=[CH:23][C:22]([O:21][C:10]3[C:11]4[C:16](=[CH:15][C:14]([O:19][CH3:20])=[CH:13][CH:12]=4)[CH:17]=[CH:18][C:9]=3[OH:8])=[CH:37][CH:36]=2)[CH2:35][CH2:34][CH2:33][CH2:32][CH2:31][CH2:30]1. The yield is 0.970.